Dataset: Peptide-MHC class II binding affinity with 134,281 pairs from IEDB. Task: Regression. Given a peptide amino acid sequence and an MHC pseudo amino acid sequence, predict their binding affinity value. This is MHC class II binding data. (1) The peptide sequence is TLTYRMLEPTRVVNW. The MHC is DRB1_0301 with pseudo-sequence DRB1_0301. The binding affinity (normalized) is 0.445. (2) The peptide sequence is LIWVGINTRNMTMSM. The MHC is DRB1_0401 with pseudo-sequence DRB1_0401. The binding affinity (normalized) is 0.264.